This data is from Peptide-MHC class I binding affinity with 185,985 pairs from IEDB/IMGT. The task is: Regression. Given a peptide amino acid sequence and an MHC pseudo amino acid sequence, predict their binding affinity value. This is MHC class I binding data. (1) The peptide sequence is LPEAYQWHI. The MHC is HLA-A25:01 with pseudo-sequence HLA-A25:01. The binding affinity (normalized) is 0.0847. (2) The MHC is HLA-A68:02 with pseudo-sequence HLA-A68:02. The binding affinity (normalized) is 1.00. The peptide sequence is TTRAVNMEV. (3) The peptide sequence is DLSNSMRDF. The MHC is HLA-B15:01 with pseudo-sequence HLA-B15:01. The binding affinity (normalized) is 0.0847. (4) The peptide sequence is DSPLTLLIK. The MHC is HLA-A31:01 with pseudo-sequence HLA-A31:01. The binding affinity (normalized) is 0. (5) The peptide sequence is RPQLWRYRW. The MHC is HLA-A11:01 with pseudo-sequence HLA-A11:01. The binding affinity (normalized) is 0.0847.